Predict the reactants needed to synthesize the given product. From a dataset of Full USPTO retrosynthesis dataset with 1.9M reactions from patents (1976-2016). (1) Given the product [F:9][C:5]1[C:6]([N:14]2[CH:18]=[CH:17][N:16]=[CH:15]2)=[N:7][C:2]([N:14]2[CH:18]=[CH:17][N:16]=[CH:15]2)=[N:3][C:4]=1[C:10]([F:13])([F:12])[F:11], predict the reactants needed to synthesize it. The reactants are: Cl[C:2]1[N:7]=[C:6](Cl)[C:5]([F:9])=[C:4]([C:10]([F:13])([F:12])[F:11])[N:3]=1.[NH:14]1[CH:18]=[CH:17][N:16]=[CH:15]1. (2) Given the product [CH3:9][O:4][CH2:3][C@@H:2]([NH2:1])[CH2:5][CH:6]([CH3:8])[CH3:7], predict the reactants needed to synthesize it. The reactants are: [NH2:1][C@@H:2]([CH2:5][CH:6]([CH3:8])[CH3:7])[CH2:3][OH:4].[CH3:9]I. (3) Given the product [Cl:1][C:2]1[CH:3]=[C:4]([NH:8][C:9]([NH:12][CH2:13][C:14]2[CH:22]=[CH:21][CH:20]=[C:19]3[C:15]=2[CH2:16][N:17]([CH:24]2[CH2:29][CH2:28][C:27](=[O:30])[NH:26][C:25]2=[O:31])[C:18]3=[O:23])=[O:10])[CH:5]=[CH:6][CH:7]=1, predict the reactants needed to synthesize it. The reactants are: [Cl:1][C:2]1[CH:3]=[C:4]([N:8]=[C:9]=[O:10])[CH:5]=[CH:6][CH:7]=1.Cl.[NH2:12][CH2:13][C:14]1[CH:22]=[CH:21][CH:20]=[C:19]2[C:15]=1[CH2:16][N:17]([CH:24]1[CH2:29][CH2:28][C:27](=[O:30])[NH:26][C:25]1=[O:31])[C:18]2=[O:23].C(N(CC)CC)C. (4) Given the product [CH3:16][N:15]1[C:11]([C:9]2[S:10][C:3]3[C:4](=[N:5][CH:6]=[CH:7][C:2]=3[NH:36][C:32]3[CH:33]=[C:34]4[C:29](=[CH:30][CH:31]=3)[NH:28][C:27]([CH3:26])=[CH:35]4)[CH:8]=2)=[CH:12][N:13]=[C:14]1[C:17]([N:19]1[CH2:24][CH2:23][N:22]([CH3:25])[CH2:21][CH2:20]1)=[O:18], predict the reactants needed to synthesize it. The reactants are: Cl[C:2]1[CH:7]=[CH:6][N:5]=[C:4]2[CH:8]=[C:9]([C:11]3[N:15]([CH3:16])[C:14]([C:17]([N:19]4[CH2:24][CH2:23][N:22]([CH3:25])[CH2:21][CH2:20]4)=[O:18])=[N:13][CH:12]=3)[S:10][C:3]=12.[CH3:26][C:27]1[NH:28][C:29]2[C:34]([CH:35]=1)=[CH:33][C:32]([NH2:36])=[CH:31][CH:30]=2.